This data is from Catalyst prediction with 721,799 reactions and 888 catalyst types from USPTO. The task is: Predict which catalyst facilitates the given reaction. Reactant: [CH2:1]([C:8]1[CH:9]=[C:10]([Br:15])[C:11](N)=[N:12][CH:13]=1)[C:2]1[CH:7]=[CH:6][CH:5]=[CH:4][CH:3]=1.N(OC(C)(C)C)=[O:17]. Product: [CH2:1]([C:8]1[CH:9]=[C:10]([Br:15])[C:11](=[O:17])[NH:12][CH:13]=1)[C:2]1[CH:7]=[CH:6][CH:5]=[CH:4][CH:3]=1. The catalyst class is: 18.